From a dataset of Forward reaction prediction with 1.9M reactions from USPTO patents (1976-2016). Predict the product of the given reaction. (1) The product is: [CH:25]([CH:26]1[N:10]([CH2:11][C:12]([O:14][C:15]([CH3:18])([CH3:17])[CH3:16])=[O:13])[C@H:3]([C:4]2[CH:9]=[CH:8][CH:7]=[CH:6][CH:5]=2)[CH2:2][O:1]1)([C:19]1[CH:24]=[CH:23][CH:22]=[CH:21][CH:20]=1)[C:28]1[CH:33]=[CH:32][CH:31]=[CH:30][CH:29]=1. Given the reactants [OH:1][CH2:2][C@@H:3]([NH:10][CH2:11][C:12]([O:14][C:15]([CH3:18])([CH3:17])[CH3:16])=[O:13])[C:4]1[CH:9]=[CH:8][CH:7]=[CH:6][CH:5]=1.[C:19]1([CH:25]([C:28]2[CH:33]=[CH:32][CH:31]=[CH:30][CH:29]=2)[CH:26]=O)[CH:24]=[CH:23][CH:22]=[CH:21][CH:20]=1.S([O-])([O-])(=O)=O.[Mg+2], predict the reaction product. (2) Given the reactants Br[C:2]1[CH:3]=[C:4]2[C:9](=[N:10][CH:11]=1)[NH:8][CH2:7][CH2:6][CH:5]2[O:12][C:13]1[CH:18]=[CH:17][CH:16]=[C:15]([Cl:19])[CH:14]=1.[CH3:20][N:21]1[CH2:26][CH2:25][N:24]([C:27]2[CH:32]=[CH:31][C:30](B3OC(C)(C)C(C)(C)O3)=[CH:29][N:28]=2)[CH2:23][CH2:22]1, predict the reaction product. The product is: [Cl:19][C:15]1[CH:14]=[C:13]([CH:18]=[CH:17][CH:16]=1)[O:12][CH:5]1[C:4]2[C:9](=[N:10][CH:11]=[C:2]([C:30]3[CH:29]=[N:28][C:27]([N:24]4[CH2:23][CH2:22][N:21]([CH3:20])[CH2:26][CH2:25]4)=[CH:32][CH:31]=3)[CH:3]=2)[NH:8][CH2:7][CH2:6]1. (3) Given the reactants [Li]CCCC.[CH2:6]=[CH:7][C:8]1[CH:13]=[CH:12][CH:11]=[CH:10][CH:9]=1.[CH3:14][C:15]([CH:17]=[CH2:18])=[CH2:16].[Si](Cl)(Cl)(Cl)Cl, predict the reaction product. The product is: [CH2:6]=[CH:7][C:8]1[CH:13]=[CH:12][CH:11]=[CH:10][CH:9]=1.[CH3:16][C:15]([CH:17]=[CH2:18])=[CH2:14]. (4) The product is: [ClH:34].[NH2:1][CH2:4][CH2:5][CH2:6][C:7]1([C:26]2[CH:31]=[CH:30][CH:29]=[CH:28][CH:27]=2)[N:11]([C:12](=[O:17])[C:13]([CH3:16])([CH3:14])[CH3:15])[N:10]=[C:9]([C:18]2[CH:23]=[C:22]([F:24])[CH:21]=[CH:20][C:19]=2[F:25])[S:8]1. Given the reactants [N:1]([CH2:4][CH2:5][CH2:6][C:7]1([C:26]2[CH:31]=[CH:30][CH:29]=[CH:28][CH:27]=2)[N:11]([C:12](=[O:17])[C:13]([CH3:16])([CH3:15])[CH3:14])[N:10]=[C:9]([C:18]2[CH:23]=[C:22]([F:24])[CH:21]=[CH:20][C:19]=2[F:25])[S:8]1)=[N+]=[N-].CO.[ClH:34], predict the reaction product. (5) The product is: [C:21]([NH:25][S:26]([C:29]1[CH:34]=[CH:33][C:32]([C:18]2[N:17]=[CH:16][N:15]([C:10]3[N:11]=[C:12]([CH3:14])[CH:13]=[C:8]([C:5]4[CH:6]=[CH:7][C:2]([Cl:1])=[CH:3][CH:4]=4)[N:9]=3)[CH:19]=2)=[CH:31][CH:30]=1)(=[O:28])=[O:27])([CH3:24])([CH3:22])[CH3:23]. Given the reactants [Cl:1][C:2]1[CH:7]=[CH:6][C:5]([C:8]2[CH:13]=[C:12]([CH3:14])[N:11]=[C:10]([N:15]3[CH:19]=[C:18](I)[N:17]=[CH:16]3)[N:9]=2)=[CH:4][CH:3]=1.[C:21]([NH:25][S:26]([C:29]1[CH:34]=[CH:33][C:32](B(O)O)=[CH:31][CH:30]=1)(=[O:28])=[O:27])([CH3:24])([CH3:23])[CH3:22], predict the reaction product. (6) Given the reactants [Cl:1][C:2]1[CH:3]=[C:4]([CH:8]=[CH:9][C:10]=1[O:11][CH:12]([CH3:14])[CH3:13])[C:5]([OH:7])=O.[CH:15]1C=CC2N(O)N=NC=2[CH:20]=1.CCN=C=NCCCN(C)C.O[NH:37]/[C:38](=[N:54]\[H])/[C:39]1[CH:44]=[CH:43][N:42]=[C:41]2[N:45]([CH2:48][CH2:49][CH2:50][C:51]([O-:53])=[O:52])[CH:46]=[CH:47][C:40]=12.CCCC[N+](CCCC)(CCCC)CCCC.[F-], predict the reaction product. The product is: [Cl:1][C:2]1[CH:3]=[C:4]([C:5]2[O:7][N:54]=[C:38]([C:39]3[CH:44]=[CH:43][N:42]=[C:41]4[N:45]([CH2:48][CH2:49][CH2:50][C:51]([O:53][CH2:15][CH3:20])=[O:52])[CH:46]=[CH:47][C:40]=34)[N:37]=2)[CH:8]=[CH:9][C:10]=1[O:11][CH:12]([CH3:14])[CH3:13]. (7) Given the reactants C([O:3][C:4]1([CH2:22][O:23][CH2:24][CH2:25][CH2:26][CH2:27][CH2:28][CH2:29][CH3:30])[CH2:9][O:8][C:4]([O:3]CC)([CH2:22][O:23][CH2:24][CH2:25][CH2:26][CH2:27][CH2:28][CH2:29][CH3:30])[CH2:9][O:8]1)C.S(=O)(=O)(O)O.O.CC(OC)(C)C, predict the reaction product. The product is: [CH2:24]([O:23][CH2:22][C:4](=[O:3])[CH2:9][OH:8])[CH2:25][CH2:26][CH2:27][CH2:28][CH2:29][CH3:30].